From a dataset of Catalyst prediction with 721,799 reactions and 888 catalyst types from USPTO. Predict which catalyst facilitates the given reaction. Product: [C:11]([NH:10][C:8]1[S:9][C:5]([CH2:4][C:3]([OH:30])=[O:2])=[CH:6][N:7]=1)([C:24]1[CH:29]=[CH:28][CH:27]=[CH:26][CH:25]=1)([C:18]1[CH:19]=[CH:20][CH:21]=[CH:22][CH:23]=1)[C:12]1[CH:17]=[CH:16][CH:15]=[CH:14][CH:13]=1. The catalyst class is: 219. Reactant: C[O:2][C:3](=[O:30])[CH2:4][C:5]1[S:9][C:8]([NH:10][C:11]([C:24]2[CH:29]=[CH:28][CH:27]=[CH:26][CH:25]=2)([C:18]2[CH:23]=[CH:22][CH:21]=[CH:20][CH:19]=2)[C:12]2[CH:17]=[CH:16][CH:15]=[CH:14][CH:13]=2)=[N:7][CH:6]=1.[Na].